From a dataset of Peptide-MHC class II binding affinity with 134,281 pairs from IEDB. Regression. Given a peptide amino acid sequence and an MHC pseudo amino acid sequence, predict their binding affinity value. This is MHC class II binding data. (1) The peptide sequence is FFVFLALAGRSCTEE. The MHC is DRB1_0701 with pseudo-sequence DRB1_0701. The binding affinity (normalized) is 0.559. (2) The peptide sequence is IASLFAAAGLAAAAP. The MHC is HLA-DQA10501-DQB10201 with pseudo-sequence HLA-DQA10501-DQB10201. The binding affinity (normalized) is 0.231.